From a dataset of Forward reaction prediction with 1.9M reactions from USPTO patents (1976-2016). Predict the product of the given reaction. (1) Given the reactants CO.C[O-].[Na+].[SH:6][CH2:7][C:8]([O:10][CH3:11])=[O:9].Cl/[C:13](/[C:17]1[CH:24]=[CH:23][C:20]([C:21]#[N:22])=[CH:19][CH:18]=1)=[CH:14]/[C:15]#[N:16], predict the reaction product. The product is: [NH2:16][C:15]1[CH:14]=[C:13]([C:17]2[CH:24]=[CH:23][C:20]([C:21]#[N:22])=[CH:19][CH:18]=2)[S:6][C:7]=1[C:8]([O:10][CH3:11])=[O:9]. (2) Given the reactants [Cl:1][C:2]1[CH:7]=[CH:6][C:5]([C:8]2[S:12][C:11]([CH3:13])=[C:10]([C:14]3[C:15](=[O:21])[CH2:16][CH2:17][C:18]=3[O:19][CH3:20])[CH:9]=2)=[CH:4][CH:3]=1.C([N-]C(C)C)(C)C.[Li+].[O:30]1[CH2:35][CH2:34][CH:33]([CH:36]=[O:37])[CH2:32][CH2:31]1, predict the reaction product. The product is: [Cl:1][C:2]1[CH:7]=[CH:6][C:5]([C:8]2[S:12][C:11]([CH3:13])=[C:10]([C:14]3[C:15](=[O:21])[CH:16]([CH:36]([OH:37])[CH:33]4[CH2:34][CH2:35][O:30][CH2:31][CH2:32]4)[CH2:17][C:18]=3[O:19][CH3:20])[CH:9]=2)=[CH:4][CH:3]=1. (3) Given the reactants [F:1][C:2]1[C:10]([O:11][CH3:12])=[CH:9][CH:8]=[CH:7][C:3]=1C(O)=O.CC[N:15]([CH:19](C)C)C(C)C.C1(P(N=[N+]=[N-])(C2C=CC=CC=2)=[O:29])C=CC=CC=1.[CH3:39][C:40]([OH:43])([CH3:42])[CH3:41], predict the reaction product. The product is: [F:1][C:2]1[C:10]([O:11][CH3:12])=[CH:9][CH:8]=[CH:7][C:3]=1[NH:15][C:19](=[O:29])[O:43][C:40]([CH3:42])([CH3:41])[CH3:39]. (4) Given the reactants [F:1][C:2]1[CH:7]=[CH:6][C:5]([NH:8][CH2:9][C@@H:10]2[CH2:14][CH2:13][N:12](C(OC(C)(C)C)=O)[CH2:11]2)=[C:4]([N+:22]([O-:24])=[O:23])[CH:3]=1.[ClH:25].O1CCOCC1, predict the reaction product. The product is: [ClH:25].[F:1][C:2]1[CH:7]=[CH:6][C:5]([NH:8][CH2:9][C@@H:10]2[CH2:14][CH2:13][NH:12][CH2:11]2)=[C:4]([N+:22]([O-:24])=[O:23])[CH:3]=1. (5) The product is: [CH:22]([C:25]1[CH:30]=[CH:29][CH:28]=[C:27]([CH:31]([CH3:32])[CH3:33])[C:26]=1[NH:34][C:35]([N:3]1[CH:4]([C:12]([OH:14])=[O:13])[CH2:5][C:6]2[C:11](=[CH:10][CH:9]=[CH:8][CH:7]=2)[CH2:2]1)=[O:36])([CH3:23])[CH3:24]. Given the reactants Cl.[CH2:2]1[C:11]2[C:6](=[CH:7][CH:8]=[CH:9][CH:10]=2)[CH2:5][CH:4]([C:12]([OH:14])=[O:13])[NH:3]1.C(N(CC)CC)C.[CH:22]([C:25]1[CH:30]=[CH:29][CH:28]=[C:27]([CH:31]([CH3:33])[CH3:32])[C:26]=1[N:34]=[C:35]=[O:36])([CH3:24])[CH3:23].Cl, predict the reaction product. (6) Given the reactants [OH:1][CH2:2][CH2:3][CH2:4][C:5]1([C:16]2[CH:21]=[CH:20][C:19]([O:22][CH3:23])=[CH:18][CH:17]=2)[C:13]2[C:8](=[CH:9][C:10]([C:14]#[N:15])=[CH:11][CH:12]=2)[CH2:7][O:6]1.C(N(CC)CC)C.[CH3:31][S:32](Cl)(=[O:34])=[O:33], predict the reaction product. The product is: [CH3:31][S:32]([O:1][CH2:2][CH2:3][CH2:4][C:5]1([C:16]2[CH:17]=[CH:18][C:19]([O:22][CH3:23])=[CH:20][CH:21]=2)[C:13]2[C:8](=[CH:9][C:10]([C:14]#[N:15])=[CH:11][CH:12]=2)[CH2:7][O:6]1)(=[O:34])=[O:33].